This data is from Reaction yield outcomes from USPTO patents with 853,638 reactions. The task is: Predict the reaction yield, written as a fraction of the theoretical maximum amount of product (1.0 means a 100% yield; for example, 0.34 means a 34% yield). (1) The product is [Br:1][C:2]1[CH:3]=[N:4][N:5]([C:10]([CH3:17])([CH3:16])[C:11]([O:13][CH2:14][CH3:15])=[O:12])[CH:6]=1. The catalyst is CN(C=O)C. The reactants are [Br:1][C:2]1[CH:3]=[N:4][NH:5][CH:6]=1.[H-].[Na+].Br[C:10]([CH3:17])([CH3:16])[C:11]([O:13][CH2:14][CH3:15])=[O:12].O. The yield is 0.955. (2) The reactants are [Cl:1][C:2]1[C:7]([F:8])=[CH:6][C:5]([CH3:9])=[CH:4][N:3]=1.[Br:10]N1C(=O)CCC1=O. The catalyst is C(Cl)(Cl)(Cl)Cl. The product is [Cl:1][C:2]1[C:7]([F:8])=[CH:6][C:5]([CH2:9][Br:10])=[CH:4][N:3]=1. The yield is 0.480. (3) The reactants are [C:1]([O:7][CH2:8][CH3:9])(=[O:6])[CH2:2][C:3]([CH3:5])=O.[Br:10][C:11]1[CH:12]=[C:13]([CH:16]=[CH:17][CH:18]=1)[CH:14]=O.[NH4+:19].[OH-:20]. The catalyst is CCO.C(Cl)Cl. The product is [Br:10][C:11]1[CH:12]=[C:13]([CH:14]2[C:2]([C:1]([O:7][CH2:8][CH3:9])=[O:6])=[C:3]([CH3:5])[NH:19][C:3]([CH3:5])=[C:2]2[C:1]([O:7][CH2:8][CH3:9])=[O:20])[CH:16]=[CH:17][CH:18]=1. The yield is 0.710. (4) The reactants are [Cl:1][C:2]1[CH:7]=[CH:6][C:5]([CH2:8]Cl)=[CH:4][N:3]=1.[C:10]1(=[O:20])[NH:14][C:13](=[O:15])[C:12]2=[CH:16][CH:17]=[CH:18][CH:19]=[C:11]12. The catalyst is CN(C)C=O. The product is [Cl:1][C:2]1[CH:7]=[CH:6][C:5]([CH2:8][C:19]2[CH:18]=[CH:17][CH:16]=[C:12]3[C:11]=2[C:10](=[O:20])[NH:14][C:13]3=[O:15])=[CH:4][N:3]=1. The yield is 0.740. (5) The reactants are [CH3:1][O:2][C:3]1[C:8]([C:9]2[CH:14]=[CH:13][C:12]([O:15][CH3:16])=[CH:11][CH:10]=2)=[CH:7][C:6]([CH2:17][NH:18][CH:19]([C:21]2[C:30]3[C:25](=[CH:26][CH:27]=[CH:28][CH:29]=3)[N:24]=[CH:23][CH:22]=2)[CH3:20])=[CH:5][CH:4]=1.CN1C2C(=C(C(N)C)C=CC=2)C=C1.COC1C(C2C=CC(OC)=CC=2)=CC(C=O)=CC=1.C([BH3-])#N.[Na+]. No catalyst specified. The product is [CH3:1][O:2][C:3]1[C:8]([C:9]2[CH:14]=[CH:13][C:12]([O:15][CH3:16])=[CH:11][CH:10]=2)=[CH:7][C:6]([CH2:17][NH:18][CH:19]([C:21]2[CH:22]=[CH:27][CH:26]=[C:25]3[C:30]=2[CH:29]=[CH:28][N:24]3[CH3:23])[CH3:20])=[CH:5][CH:4]=1. The yield is 0.740. (6) The reactants are C[O:2][CH:3](OC)[CH:4]1[S:8][C:7]([C:9]2[NH:10][C:11]3[C:16]([CH:17]=2)=[CH:15][C:14]([O:18][CH2:19][CH2:20][O:21][CH3:22])=[CH:13][C:12]=3[N:23]([CH3:33])[S:24]([C:27]2[N:28]([CH3:32])[CH:29]=[CH:30][N:31]=2)(=[O:26])=[O:25])=[N:6][CH2:5]1.FC(F)(F)C(O)=O.S(=O)(=O)(O)O.[BH4-].[Na+]. The catalyst is O1CCCC1.C(O)C.O. The product is [OH:2][CH2:3][CH:4]1[S:8][C:7]([C:9]2[NH:10][C:11]3[C:16]([CH:17]=2)=[CH:15][C:14]([O:18][CH2:19][CH2:20][O:21][CH3:22])=[CH:13][C:12]=3[N:23]([CH3:33])[S:24]([C:27]2[N:28]([CH3:32])[CH:29]=[CH:30][N:31]=2)(=[O:25])=[O:26])=[N:6][CH2:5]1. The yield is 0.100. (7) The reactants are [C:1]([C:3]1[CH:4]=[C:5]2[C:10](=[CH:11][C:12]=1[O:13][C:14]1[CH:19]=[CH:18][C:17]([C:20](=[O:32])[NH:21][C:22]3[CH:27]=[CH:26][CH:25]=[C:24]([C:28]([F:31])([F:30])[F:29])[CH:23]=3)=[CH:16][CH:15]=1)[O:9][CH2:8][CH2:7][CH:6]2[C:33]([O:35]C)=[O:34])#[N:2].[OH-].[Na+]. The catalyst is C1COCC1.CO. The product is [C:1]([C:3]1[CH:4]=[C:5]2[C:10](=[CH:11][C:12]=1[O:13][C:14]1[CH:15]=[CH:16][C:17]([C:20](=[O:32])[NH:21][C:22]3[CH:27]=[CH:26][CH:25]=[C:24]([C:28]([F:31])([F:30])[F:29])[CH:23]=3)=[CH:18][CH:19]=1)[O:9][CH2:8][CH2:7][CH:6]2[C:33]([OH:35])=[O:34])#[N:2]. The yield is 0.542. (8) The reactants are [C:1]([N:4]1[C:13]2[C:8](=[CH:9][C:10]([C:14]3[CH:19]=[CH:18][C:17]([CH2:20][C:21]([O:23]CC)=[O:22])=[CH:16][CH:15]=3)=[CH:11][CH:12]=2)[C@H:7]([NH:26][C:27]2[CH:32]=[CH:31][C:30]([C:33]#[N:34])=[CH:29][N:28]=2)[CH2:6][C@@H:5]1[CH3:35])(=[O:3])[CH3:2].[OH-].[Li+]. The catalyst is CO. The product is [C:1]([N:4]1[C:13]2[C:8](=[CH:9][C:10]([C:14]3[CH:15]=[CH:16][C:17]([CH2:20][C:21]([OH:23])=[O:22])=[CH:18][CH:19]=3)=[CH:11][CH:12]=2)[C@H:7]([NH:26][C:27]2[CH:32]=[CH:31][C:30]([C:33]#[N:34])=[CH:29][N:28]=2)[CH2:6][C@@H:5]1[CH3:35])(=[O:3])[CH3:2]. The yield is 1.00. (9) The reactants are [OH:1][CH2:2][CH2:3][CH:4]1[NH:9][CH2:8][CH:7]([C:10]([O:12][CH3:13])=[O:11])[CH2:6][CH2:5]1.[CH3:14][C:15]([O:18][C:19](O[C:19]([O:18][C:15]([CH3:17])([CH3:16])[CH3:14])=[O:20])=[O:20])([CH3:17])[CH3:16].C1COCC1. The catalyst is C([O-])(O)=O.[Na+]. The product is [OH:1][CH2:2][CH2:3][CH:4]1[N:9]([C:19]([O:18][C:15]([CH3:17])([CH3:16])[CH3:14])=[O:20])[CH2:8][CH:7]([C:10]([O:12][CH3:13])=[O:11])[CH2:6][CH2:5]1. The yield is 0.600.